Dataset: Forward reaction prediction with 1.9M reactions from USPTO patents (1976-2016). Task: Predict the product of the given reaction. Given the reactants [CH:1]([C@:4]1([C:17]([N:19]2[CH2:24][CH2:23][N:22]([C:25]3[CH:26]=[N:27][CH:28]=[C:29]([C:31]([F:34])([F:33])[F:32])[CH:30]=3)[CH2:21][CH2:20]2)=[O:18])[CH2:8][CH2:7][C@@H:6]([NH:9]C(=O)OC(C)(C)C)[CH2:5]1)([CH3:3])[CH3:2].Cl, predict the reaction product. The product is: [CH:1]([C@:4]1([C:17]([N:19]2[CH2:24][CH2:23][N:22]([C:25]3[CH:26]=[N:27][CH:28]=[C:29]([C:31]([F:34])([F:32])[F:33])[CH:30]=3)[CH2:21][CH2:20]2)=[O:18])[CH2:8][CH2:7][C@@H:6]([NH2:9])[CH2:5]1)([CH3:3])[CH3:2].